From a dataset of Forward reaction prediction with 1.9M reactions from USPTO patents (1976-2016). Predict the product of the given reaction. (1) Given the reactants [Cl:1][C:2]1[CH:7]=[CH:6][C:5]([CH:8]2[C:10]3([C:18]4[C:13](=[CH:14][CH:15]=[CH:16][CH:17]=4)[NH:12][C:11]3=[O:19])[CH2:9]2)=[CH:4][CH:3]=1.ClC1C=[CH:25][C:24]([C@H:27]2[C@@:29]3(C4C(=CC=CC=4)N[C:30]3=[O:38])[CH2:28]2)=CC=1.[H-].[Na+].BrCC1CCOCC1, predict the reaction product. The product is: [Cl:1][C:2]1[CH:3]=[CH:4][C:5]([C@H:8]2[C@@:10]3([C:18]4[C:13](=[CH:14][CH:15]=[CH:16][CH:17]=4)[N:12]([CH2:28][CH:27]4[CH2:29][CH2:30][O:38][CH2:25][CH2:24]4)[C:11]3=[O:19])[CH2:9]2)=[CH:6][CH:7]=1. (2) Given the reactants [F:1][C:2]([F:33])([F:32])[O:3][C:4]1[CH:5]=[C:6]([CH2:10][C:11]([NH:13][C:14]2[N:19]=[N:18][C:17]([CH2:20][CH2:21][CH2:22][CH2:23][N:24]3[CH:28]=[C:27]([C:29]([OH:31])=O)[N:26]=[N:25]3)=[CH:16][CH:15]=2)=[O:12])[CH:7]=[CH:8][CH:9]=1.CN.C1COCC1.F[P-](F)(F)(F)(F)F.[N:48]1(O[P+](N(C)C)(N(C)C)N(C)C)[C:52]2C=CC=CC=2N=N1.CCN(C(C)C)C(C)C, predict the reaction product. The product is: [CH3:52][NH:48][C:29]([C:27]1[N:26]=[N:25][N:24]([CH2:23][CH2:22][CH2:21][CH2:20][C:17]2[N:18]=[N:19][C:14]([NH:13][C:11](=[O:12])[CH2:10][C:6]3[CH:7]=[CH:8][CH:9]=[C:4]([O:3][C:2]([F:32])([F:1])[F:33])[CH:5]=3)=[CH:15][CH:16]=2)[CH:28]=1)=[O:31]. (3) Given the reactants [CH3:1][O:2][C:3](=[O:22])[C:4]1[CH:9]=[C:8]([N+:10]([O-])=O)[C:7]([NH2:13])=[C:6]([Cl:14])[C:5]=1[NH:15][C:16]1[CH:21]=[CH:20][CH:19]=[CH:18][CH:17]=1.CCO.CO.[NH4+].[Cl-].C1COCC1, predict the reaction product. The product is: [CH3:1][O:2][C:3](=[O:22])[C:4]1[CH:9]=[C:8]([NH2:10])[C:7]([NH2:13])=[C:6]([Cl:14])[C:5]=1[NH:15][C:16]1[CH:17]=[CH:18][CH:19]=[CH:20][CH:21]=1. (4) The product is: [I:7][C:8]1[CH:14]=[CH:13][C:11]([NH:12][CH2:19][C:18]([CH3:5])([CH3:20])[C:17]([O:16][CH3:15])=[O:21])=[CH:10][CH:9]=1. Given the reactants [Cl-].[In+3].[Cl-].[Cl-].[CH2:5]=O.[I:7][C:8]1[CH:14]=[CH:13][C:11]([NH2:12])=[CH:10][CH:9]=1.[CH3:15][O:16][C:17]([O:21][Si](C)(C)C)=[C:18]([CH3:20])[CH3:19], predict the reaction product.